From a dataset of Full USPTO retrosynthesis dataset with 1.9M reactions from patents (1976-2016). Predict the reactants needed to synthesize the given product. (1) The reactants are: [C:1]([Si:5]([C:42]1[CH:47]=[CH:46][CH:45]=[CH:44][CH:43]=1)([C:36]1[CH:41]=[CH:40][CH:39]=[CH:38][CH:37]=1)[O:6][CH2:7][C:8]([F:35])([F:34])[CH2:9][N:10]1[CH:22]([CH3:23])[CH2:21][C:20]2[C:19]3[C:14](=[CH:15][CH:16]=[C:17]([F:24])[CH:18]=3)[NH:13][C:12]=2[CH:11]1[C:25]1[C:30]([F:31])=[CH:29][C:28](I)=[CH:27][C:26]=1[F:33])([CH3:4])([CH3:3])[CH3:2].CC1(C)C2C(=C(P(C3C=CC=CC=3)C3C=CC=CC=3)C=CC=2)OC2C(P(C3C=CC=CC=3)C3C=CC=CC=3)=CC=CC1=2.C([O-])([O-])=O.[Cs+].[Cs+].[NH2:96][CH:97]1[CH2:100][N:99]([C:101]([O:103][C:104]([CH3:107])([CH3:106])[CH3:105])=[O:102])[CH2:98]1. Given the product [C:104]([O:103][C:101]([N:99]1[CH2:100][CH:97]([NH:96][C:28]2[CH:27]=[C:26]([F:33])[C:25]([CH:11]3[C:12]4[NH:13][C:14]5[C:19](=[CH:18][C:17]([F:24])=[CH:16][CH:15]=5)[C:20]=4[CH2:21][CH:22]([CH3:23])[N:10]3[CH2:9][C:8]([F:35])([F:34])[CH2:7][O:6][Si:5]([C:1]([CH3:2])([CH3:3])[CH3:4])([C:36]3[CH:41]=[CH:40][CH:39]=[CH:38][CH:37]=3)[C:42]3[CH:43]=[CH:44][CH:45]=[CH:46][CH:47]=3)=[C:30]([F:31])[CH:29]=2)[CH2:98]1)=[O:102])([CH3:107])([CH3:105])[CH3:106], predict the reactants needed to synthesize it. (2) Given the product [O:4]1[C:8]2=[C:9]([N:13]3[CH2:18][CH2:17][N:16]([CH2:19][CH2:20][C@H:21]4[CH2:26][CH2:25][C@H:24]([NH:27][C:33](=[O:34])[CH2:32][S:29]([CH3:28])(=[O:31])=[O:30])[CH2:23][CH2:22]4)[CH2:15][CH2:14]3)[N:10]=[CH:11][CH:12]=[C:7]2[CH:6]=[CH:5]1, predict the reactants needed to synthesize it. The reactants are: Cl.Cl.Cl.[O:4]1[C:8]2=[C:9]([N:13]3[CH2:18][CH2:17][N:16]([CH2:19][CH2:20][CH:21]4[CH2:26][CH2:25][CH:24]([NH2:27])[CH2:23][CH2:22]4)[CH2:15][CH2:14]3)[N:10]=[CH:11][CH:12]=[C:7]2[CH:6]=[CH:5]1.[CH3:28][S:29]([CH2:32][C:33](O)=[O:34])(=[O:31])=[O:30]. (3) Given the product [Br:39][CH2:40][CH:41]=[CH:42][CH2:43][O:31][C:27]1[CH:28]=[CH:29][CH:30]=[C:25]([C:2]([F:32])([F:1])[C:3]([F:23])([F:24])[C:4]([F:21])([F:22])[C:5]([F:19])([F:20])[C:6]([F:17])([F:18])[C:7]([F:16])([F:15])[C:8]([F:14])([F:13])[C:9]([F:12])([F:11])[F:10])[CH:26]=1, predict the reactants needed to synthesize it. The reactants are: [F:1][C:2]([F:32])([C:25]1[CH:26]=[C:27]([OH:31])[CH:28]=[CH:29][CH:30]=1)[C:3]([F:24])([F:23])[C:4]([F:22])([F:21])[C:5]([F:20])([F:19])[C:6]([F:18])([F:17])[C:7]([F:16])([F:15])[C:8]([F:14])([F:13])[C:9]([F:12])([F:11])[F:10].C(=O)([O-])[O-].[K+].[K+].[Br:39][CH2:40][CH:41]=[CH:42][CH2:43]Br. (4) Given the product [Cl:11][C:12]1[CH:19]=[CH:18][C:15]([CH2:16][NH:10][C:8]2[CH:7]=[CH:6][C:5]3[N:1]=[CH:2][NH:3][C:4]=3[CH:9]=2)=[CH:14][CH:13]=1, predict the reactants needed to synthesize it. The reactants are: [N:1]1[C:5]2[CH:6]=[CH:7][C:8]([NH2:10])=[CH:9][C:4]=2[NH:3][CH:2]=1.[Cl:11][C:12]1[CH:19]=[CH:18][C:15]([CH:16]=O)=[CH:14][CH:13]=1.[BH4-].[Na+].[OH-].[Na+].